This data is from Retrosynthesis with 50K atom-mapped reactions and 10 reaction types from USPTO. The task is: Predict the reactants needed to synthesize the given product. (1) Given the product N#CSCC(=O)c1ccc(Br)cc1, predict the reactants needed to synthesize it. The reactants are: N#C[S-].O=C(CBr)c1ccc(Br)cc1. (2) The reactants are: CN(c1nc(Nc2cnn(C)c2)ncc1Cl)C1CC2CN(C(=O)OC(C)(C)C)CC2C1. Given the product CN(c1nc(Nc2cnn(C)c2)ncc1Cl)C1CC2CNCC2C1, predict the reactants needed to synthesize it. (3) Given the product COC1CCCCC1=NO, predict the reactants needed to synthesize it. The reactants are: COC1CCCCC1=O.NO. (4) Given the product CC(C)C(=O)Nc1ccc(-c2sc3c(c2CN(C)Cc2ccccc2)c(=O)c(OC(=O)C(C)C)cn3Cc2c(F)cccc2F)cc1, predict the reactants needed to synthesize it. The reactants are: CC(C)C(=O)Cl.CC(C)C(=O)Nc1ccc(-c2sc3c(c2CN(C)Cc2ccccc2)c(=O)c(O)cn3Cc2c(F)cccc2F)cc1. (5) The reactants are: CC(C)(C)OC(=O)CC(=O)c1csc(-n2ccnc2)n1.CC(C)(C)OC(=O)Nc1ccc(-c2ccccc2F)cc1N. Given the product CC(C)(C)OC(=O)Nc1ccc(-c2ccccc2F)cc1NC(=O)CC(=O)c1csc(-n2ccnc2)n1, predict the reactants needed to synthesize it. (6) Given the product Cc1ccc2oc(-c3cc(NC(=O)c4cccnc4Cl)ccc3Cl)nc2c1, predict the reactants needed to synthesize it. The reactants are: Cc1ccc2oc(-c3cc(N)ccc3Cl)nc2c1.O=C(Cl)c1cccnc1Cl. (7) Given the product C[C@H]1[C@@H](c2cc(C(F)(F)F)cc(C(F)(F)F)c2)OC(=O)N1Cc1cc(C(F)(F)F)ccc1-c1cc([N+](=O)[O-])ccc1Cl, predict the reactants needed to synthesize it. The reactants are: C[C@H]1[C@@H](c2cc(C(F)(F)F)cc(C(F)(F)F)c2)OC(=O)N1Cc1cc(C(F)(F)F)ccc1I.O=[N+]([O-])c1ccc(Cl)c(B(O)O)c1.